Task: Regression. Given a peptide amino acid sequence and an MHC pseudo amino acid sequence, predict their binding affinity value. This is MHC class I binding data.. Dataset: Peptide-MHC class I binding affinity with 185,985 pairs from IEDB/IMGT The peptide sequence is FVVDTTPPL. The MHC is HLA-C12:03 with pseudo-sequence HLA-C12:03. The binding affinity (normalized) is 0.453.